From a dataset of Catalyst prediction with 721,799 reactions and 888 catalyst types from USPTO. Predict which catalyst facilitates the given reaction. (1) Reactant: [N:1]1[CH:6]=[CH:5][CH:4]=[CH:3][C:2]=1[C:7]([NH:9][C:10]1[C:11]([C:21]([OH:23])=O)=[N:12][N:13]([CH:15]2[CH2:20][CH2:19][CH2:18][CH2:17][O:16]2)[CH:14]=1)=[O:8].Cl.[F:25][C:26]([F:31])([F:30])[CH2:27][CH2:28][NH2:29].CCN=C=NCCCN(C)C.C1C=CC2N(O)N=NC=2C=1.C(N(CC)CC)C.C(=O)([O-])O.[Na+]. Product: [O:16]1[CH2:17][CH2:18][CH2:19][CH2:20][CH:15]1[N:13]1[CH:14]=[C:10]([NH:9][C:7]([C:2]2[CH:3]=[CH:4][CH:5]=[CH:6][N:1]=2)=[O:8])[C:11]([C:21]([NH:29][CH2:28][CH2:27][C:26]([F:31])([F:30])[F:25])=[O:23])=[N:12]1. The catalyst class is: 3. (2) Reactant: [CH2:1]([O:8][C:9]([N:11]1[CH2:15][CH2:14][CH:13]([C:16]([OH:18])=O)[CH2:12]1)=[O:10])[C:2]1[CH:7]=[CH:6][CH:5]=[CH:4][CH:3]=1.C([N:21]([CH2:24]C)CC)C.Cl.CN[O:29][CH3:30].Cl.CN(C)CCCN=C=NCC. Product: [CH2:1]([O:8][C:9]([N:11]1[CH2:15][CH2:14][CH:13]([C:16](=[O:18])[NH:21][CH2:24][O:29][CH3:30])[CH2:12]1)=[O:10])[C:2]1[CH:3]=[CH:4][CH:5]=[CH:6][CH:7]=1. The catalyst class is: 4. (3) Reactant: C(OC([NH:8][CH2:9][C@H:10]1[CH2:15][CH2:14][C@H:13]([C:16]([NH:18][C@H:19]([C:51](=[O:63])[NH:52][C:53]2[CH:61]=[C:60]3[C:56]([C:57](=[O:62])[NH:58][NH:59]3)=[CH:55][CH:54]=2)[CH2:20][C:21]2[CH:26]=[CH:25][C:24]([C:27]3[CH:32]=[CH:31][C:30]([C:33]([NH:35][CH:36]4[CH2:41][CH2:40][N:39](C(OC(C)(C)C)=O)[CH:38]([CH3:49])[CH2:37]4)=[O:34])=[CH:29][C:28]=3[CH3:50])=[CH:23][CH:22]=2)=[O:17])[CH2:12][CH2:11]1)=O)(C)(C)C.[ClH:64]. Product: [ClH:64].[NH2:8][CH2:9][C@H:10]1[CH2:15][CH2:14][C@H:13]([C:16]([NH:18][C@H:19]([C:51](=[O:63])[NH:52][C:53]2[CH:61]=[C:60]3[C:56]([C:57](=[O:62])[NH:58][NH:59]3)=[CH:55][CH:54]=2)[CH2:20][C:21]2[CH:22]=[CH:23][C:24]([C:27]3[CH:32]=[CH:31][C:30]([C:33]([NH:35][CH:36]4[CH2:41][CH2:40][NH:39][CH:38]([CH3:49])[CH2:37]4)=[O:34])=[CH:29][C:28]=3[CH3:50])=[CH:25][CH:26]=2)=[O:17])[CH2:12][CH2:11]1. The catalyst class is: 12. (4) Reactant: O[C@:2]1([CH2:33][O:34][CH2:35][C:36]2[CH:41]=[CH:40][CH:39]=[CH:38][CH:37]=2)[CH2:7][C:6](=[O:8])[C@H:5]([O:9][CH2:10][C:11]2[CH:16]=[CH:15][CH:14]=[CH:13][CH:12]=2)[C@@H:4]([O:17][CH2:18][C:19]2[CH:24]=[CH:23][CH:22]=[CH:21][CH:20]=2)[C@@H:3]1[O:25][CH2:26][C:27]1[CH:32]=[CH:31][CH:30]=[CH:29][CH:28]=1.FC(F)(F)C(OC(=O)C(F)(F)F)=O.N1C=CC=CC=1. Product: [CH2:26]([O:25][C@H:3]1[C@H:4]([O:17][CH2:18][C:19]2[CH:24]=[CH:23][CH:22]=[CH:21][CH:20]=2)[C@@H:5]([O:9][CH2:10][C:11]2[CH:12]=[CH:13][CH:14]=[CH:15][CH:16]=2)[C:6](=[O:8])[CH:7]=[C:2]1[CH2:33][O:34][CH2:35][C:36]1[CH:37]=[CH:38][CH:39]=[CH:40][CH:41]=1)[C:27]1[CH:32]=[CH:31][CH:30]=[CH:29][CH:28]=1. The catalyst class is: 2. (5) Reactant: Br[C:2]1[N:3]([C:7]2[N:16]=[CH:15][C:14]3[N:13]([CH3:17])[C:12](=[O:18])[C@@H:11]([CH2:19][CH3:20])[N:10]([CH:21]4[CH2:25][CH2:24][CH2:23][CH2:22]4)[C:9]=3[N:8]=2)[CH:4]=[CH:5][N:6]=1.[CH3:26][S:27]([C:30]1[CH:35]=[CH:34][C:33](B(O)O)=[CH:32][CH:31]=1)(=[O:29])=[O:28].[OH-].[Na+]. Product: [CH:21]1([N:10]2[C:9]3[N:8]=[C:7]([N:3]4[CH:4]=[CH:5][N:6]=[C:2]4[C:33]4[CH:34]=[CH:35][C:30]([S:27]([CH3:26])(=[O:29])=[O:28])=[CH:31][CH:32]=4)[N:16]=[CH:15][C:14]=3[N:13]([CH3:17])[C:12](=[O:18])[C@H:11]2[CH2:19][CH3:20])[CH2:25][CH2:24][CH2:23][CH2:22]1. The catalyst class is: 108. (6) Product: [Br:1][C:2]1[CH:7]=[C:6]([O:8][CH2:9][CH:10]2[CH2:11][CH2:12]2)[CH:5]=[CH:4][C:3]=1[CH2:13][C:14](=[O:15])[CH3:20]. The catalyst class is: 1. Reactant: [Br:1][C:2]1[CH:7]=[C:6]([O:8][CH2:9][CH:10]2[CH2:12][CH2:11]2)[CH:5]=[CH:4][C:3]=1[CH2:13][C:14](N(OC)C)=[O:15].[CH3:20][Mg]Br.C1(C)C=CC=CC=1.C(OCC)C.[Cl-].[NH4+]. (7) Reactant: [NH2:1][CH2:2][CH2:3][C:4]1[CH:9]=[CH:8][C:7]([OH:10])=[CH:6][CH:5]=1.C(=O)([O-])[O-].[K+].[K+].[S:17](Cl)([C:20]1[CH:26]=[CH:25][C:23]([CH3:24])=[CH:22][CH:21]=1)(=[O:19])=[O:18].O. Product: [S:17]([NH:1][CH2:2][CH2:3][C:4]1[CH:9]=[CH:8][C:7]([OH:10])=[CH:6][CH:5]=1)([C:20]1[CH:26]=[CH:25][C:23]([CH3:24])=[CH:22][CH:21]=1)(=[O:19])=[O:18]. The catalyst class is: 1.